From a dataset of Full USPTO retrosynthesis dataset with 1.9M reactions from patents (1976-2016). Predict the reactants needed to synthesize the given product. (1) Given the product [F:1][C:2]1[N:6]([C:7]2[CH:15]=[CH:14][C:10]([CH2:11][OH:12])=[CH:9][CH:8]=2)[N:5]=[CH:4][CH:3]=1, predict the reactants needed to synthesize it. The reactants are: [F:1][C:2]1[N:6]([C:7]2[CH:15]=[CH:14][C:10]([C:11](O)=[O:12])=[CH:9][CH:8]=2)[N:5]=[CH:4][CH:3]=1.C(Cl)(=O)OCC(C)C.[BH4-].[Na+].Cl. (2) Given the product [CH2:39]([O:41][C@H:42]([CH2:48][C:49]1[CH:54]=[CH:53][C:52]([O:55][CH2:56][C@@H:57]([OH:58])[C:59]2[CH:64]=[CH:63][CH:62]=[C:61]([O:65][CH3:66])[CH:60]=2)=[CH:51][CH:50]=1)[C:43]([NH:45][O:46][CH3:47])=[O:44])[CH3:40], predict the reactants needed to synthesize it. The reactants are: CC1C=CC(S(N[C@@H]([C@H](N)C2C=CC=CC=2)C2C=CC=CC=2)(=O)=O)=CC=1.C(N(CC)CC)C.CN(C=O)C.[CH2:39]([O:41][C@H:42]([CH2:48][C:49]1[CH:54]=[CH:53][C:52]([O:55][CH2:56][C:57]([C:59]2[CH:64]=[CH:63][CH:62]=[C:61]([O:65][CH3:66])[CH:60]=2)=[O:58])=[CH:51][CH:50]=1)[C:43]([NH:45][O:46][CH3:47])=[O:44])[CH3:40]. (3) Given the product [C:4]([O:3][C:1](=[O:2])[NH:8][CH2:9][CH:10]1[C:18]2[C:13](=[C:14]([O:32][C:29]3[CH:28]=[CH:27][C:24]([C:25]#[N:26])=[CH:23][N:22]=3)[CH:15]=[CH:16][CH:17]=2)[CH2:12][CH2:11][CH2:37]1)([CH3:5])([CH3:6])[CH3:7], predict the reactants needed to synthesize it. The reactants are: [C:1]([NH:8][CH2:9][CH:10]1[C:18]2[C:13](=[CH:14][C:15](O)=[CH:16][CH:17]=2)[CH2:12][CH2:11]1)([O:3][C:4]([CH3:7])([CH3:6])[CH3:5])=[O:2].ClC1[CH:28]=[CH:27][C:24]([C:25]#[N:26])=[CH:23][N:22]=1.[C:29]([O-:32])([O-])=O.[K+].[K+].[NH4+].[Cl-].[CH3:37]C(N(C)C)=O.